Dataset: Reaction yield outcomes from USPTO patents with 853,638 reactions. Task: Predict the reaction yield, written as a fraction of the theoretical maximum amount of product (1.0 means a 100% yield; for example, 0.34 means a 34% yield). The reactants are [Cl:1][C:2]1[N:7]=[C:6]([CH2:8][C:9]2[C:14]([Cl:15])=[CH:13][CH:12]=[CH:11][C:10]=2[Cl:16])[N:5]=[C:4]([NH:17][C:18]2[CH:25]=[CH:24][C:21]([C:22]#[N:23])=[CH:20][CH:19]=2)[N:3]=1.C[Si](C)(C)[O:28][NH2:29]. The catalyst is O1CCOCC1. The product is [ClH:1].[Cl:16][C:10]1[CH:11]=[CH:12][CH:13]=[C:14]([Cl:15])[C:9]=1[CH2:8][C:6]1[N:7]=[C:2]([NH:29][OH:28])[N:3]=[C:4]([NH:17][C:18]2[CH:25]=[CH:24][C:21]([C:22]#[N:23])=[CH:20][CH:19]=2)[N:5]=1. The yield is 0.598.